From a dataset of Catalyst prediction with 721,799 reactions and 888 catalyst types from USPTO. Predict which catalyst facilitates the given reaction. (1) Reactant: C(O)(C(F)(F)F)=O.[F:8][C:9]1[C:10]([CH:23]2[CH2:28][CH2:27][N:26]([CH:29]3[CH2:32][O:31][CH2:30]3)[CH2:25][CH2:24]2)=[C:11]([NH:15]C(=O)OC(C)(C)C)[CH:12]=[N:13][CH:14]=1. Product: [F:8][C:9]1[C:10]([CH:23]2[CH2:28][CH2:27][N:26]([CH:29]3[CH2:32][O:31][CH2:30]3)[CH2:25][CH2:24]2)=[C:11]([NH2:15])[CH:12]=[N:13][CH:14]=1. The catalyst class is: 2. (2) Reactant: [CH2:1]([O:3][C:4]([C:6]1[C:15](=[O:16])[C:14]2[C:9](=[N:10][C:11](Cl)=[C:12]([F:17])[CH:13]=2)[N:8]([CH2:19][CH3:20])[CH:7]=1)=[O:5])[CH3:2].C(N(CC)CC)C. Product: [CH2:1]([O:3][C:4]([C:6]1[C:15](=[O:16])[C:14]2[C:9](=[N:10][CH:11]=[C:12]([F:17])[CH:13]=2)[N:8]([CH2:19][CH3:20])[CH:7]=1)=[O:5])[CH3:2]. The catalyst class is: 29.